From a dataset of Full USPTO retrosynthesis dataset with 1.9M reactions from patents (1976-2016). Predict the reactants needed to synthesize the given product. (1) Given the product [CH3:20][C:17]1[CH:18]=[CH:19][N:6]2[C:7]=1[C:8](=[O:16])[N:9]([C:10]1[CH:15]=[CH:14][CH:13]=[CH:12][CH:11]=1)[C:4]([C@@H:2]([NH:1][C:22]1[C:23]3[CH:30]=[CH:29][S:28][C:24]=3[N:25]=[CH:26][N:27]=1)[CH3:3])=[N:5]2, predict the reactants needed to synthesize it. The reactants are: [NH2:1][C@H:2]([C:4]1[N:9]([C:10]2[CH:15]=[CH:14][CH:13]=[CH:12][CH:11]=2)[C:8](=[O:16])[C:7]2=[C:17]([CH3:20])[CH:18]=[CH:19][N:6]2[N:5]=1)[CH3:3].Cl[C:22]1[C:23]2[CH:30]=[CH:29][S:28][C:24]=2[N:25]=[CH:26][N:27]=1.C(N(CC)C(C)C)(C)C. (2) Given the product [Cl:1][C:2]1[C:3]2[CH:20]=[C:19]([OH:21])[C:18]([OH:22])=[C:17]([N+:23]([O-:25])=[O:24])[C:4]=2[S:5][C:6]=1[C:7]([N:9]1[CH2:10][CH:11]([CH3:16])[O:12][CH:13]([CH3:15])[CH2:14]1)=[O:8], predict the reactants needed to synthesize it. The reactants are: [Cl:1][C:2]1[C:3]2[CH:20]=[C:19]([OH:21])[C:18]([OH:22])=[CH:17][C:4]=2[S:5][C:6]=1[C:7]([N:9]1[CH2:14][CH:13]([CH3:15])[O:12][CH:11]([CH3:16])[CH2:10]1)=[O:8].[N+:23]([O-])([OH:25])=[O:24]. (3) Given the product [NH:10]1[C:7]2=[N:8][CH:9]=[C:4]([NH2:1])[CH:5]=[C:6]2[CH:12]=[CH:11]1, predict the reactants needed to synthesize it. The reactants are: [N+:1]([C:4]1[CH:5]=[C:6]2[CH:12]=[CH:11][NH:10][C:7]2=[N:8][CH:9]=1)([O-])=O. (4) Given the product [CH2:40]([O:41][CH:4]([C:5]1[S:18][CH:32]=[C:33]([C:34]([OH:36])=[O:35])[N:7]=1)[CH3:8])[CH3:39], predict the reactants needed to synthesize it. The reactants are: [OH-].[K+].Br[CH:4]([CH3:8])[C:5]([NH2:7])=O.COC1C=CC(P2(=S)SP(=S)(C3C=CC(OC)=CC=3)[S:18]2)=CC=1.Br[CH2:32][C:33](=O)[C:34]([OH:36])=[O:35].C1C[O:41][CH2:40][CH2:39]1. (5) Given the product [C:2]1([N:8]2[C:12]3[C:13]4[S:17][C:16]([NH2:18])=[N:15][C:14]=4[CH2:22][CH2:23][C:11]=3[CH:10]=[N:9]2)[CH:3]=[CH:4][CH:5]=[CH:6][CH:7]=1, predict the reactants needed to synthesize it. The reactants are: Cl.[C:2]1([N:8]2[C:12]3[C:13]4[S:17][C:16]([NH:18]C(=O)C)=[N:15][C:14]=4[CH2:22][CH2:23][C:11]=3[CH:10]=[N:9]2)[CH:7]=[CH:6][CH:5]=[CH:4][CH:3]=1.[OH-].[Na+]. (6) The reactants are: [NH2:1][C@H:2]1[C:11]2[C:6](=[CH:7][CH:8]=[CH:9][CH:10]=2)[N:5]([C:12](=[O:14])[CH3:13])[C@@H:4]([CH3:15])[C@@H:3]1[CH3:16].Cl[C:18]1[N:23]=[CH:22][CH:21]=[CH:20][N:19]=1.CC(C)([O-])C.[Na+].CN(C1C(C2C(P(C3CCCCC3)C3CCCCC3)=CC=CC=2)=CC=CC=1)C. Given the product [CH3:15][C@H:4]1[C@H:3]([CH3:16])[C@@H:2]([NH:1][C:18]2[N:23]=[CH:22][CH:21]=[CH:20][N:19]=2)[C:11]2[C:6](=[CH:7][CH:8]=[CH:9][CH:10]=2)[N:5]1[C:12](=[O:14])[CH3:13], predict the reactants needed to synthesize it.